From a dataset of Reaction yield outcomes from USPTO patents with 853,638 reactions. Predict the reaction yield, written as a fraction of the theoretical maximum amount of product (1.0 means a 100% yield; for example, 0.34 means a 34% yield). (1) The product is [CH3:1][O:2][C:3]1[CH:8]=[CH:7][C:6]([C:9]2[CH:10]=[N:11][CH:12]=[C:13]3[C:18]=2[N:17]=[C:16]([C:19]([NH:59][CH2:58][CH2:57][C:56]([F:61])([F:60])[F:55])=[O:20])[CH:15]=[CH:14]3)=[CH:5][CH:4]=1. The yield is 0.710. The catalyst is CN(C)C=O. The reactants are [CH3:1][O:2][C:3]1[CH:8]=[CH:7][C:6]([C:9]2[CH:10]=[N:11][CH:12]=[C:13]3[C:18]=2[N:17]=[C:16]([C:19](O)=[O:20])[CH:15]=[CH:14]3)=[CH:5][CH:4]=1.C(N(CC)C(C)C)(C)C.F[P-](F)(F)(F)(F)F.N1(OC(N(C)C)=[N+](C)C)C2N=CC=CC=2N=N1.[F:55][C:56]([F:61])([F:60])[CH2:57][CH2:58][NH2:59]. (2) The reactants are C1(C2C=CC=CC=2)C=CC(CC(O)=O)=CC=1.C(N(C(C)C)CC)(C)C.F[P-](F)(F)(F)(F)F.N1C2C=CC=C(O[P+](N3CCCC3)(N3CCCC3)N3CCCC3)C=2N=N1.C1CN([P+](ON2N=NC3C=CC=CC2=3)(N2CCCC2)N2CCCC2)CC1.F[P-](F)(F)(F)(F)F.Cl.[CH2:93]([O:100][C:101]1[CH:102]=[C:103]([CH:106]=[CH:107][CH:108]=1)[CH2:104][NH2:105])[C:94]1[CH:99]=[CH:98][CH:97]=[CH:96][CH:95]=1.Cl. The catalyst is CN(C)C=O.O. The product is [CH2:93]([O:100][C:101]1[CH:102]=[C:103]([CH:106]=[CH:107][CH:108]=1)[C:104]#[N:105])[C:94]1[CH:95]=[CH:96][CH:97]=[CH:98][CH:99]=1. The yield is 0.620. (3) The reactants are [C:1]([NH:9][C:10]1[S:11][C:12]([C:16]([OH:18])=O)=[C:13]([CH3:15])[N:14]=1)(=[O:8])[C:2]1[CH:7]=[CH:6][CH:5]=[CH:4][CH:3]=1.CN1CCOCC1.ClC(OCC(C)C)=O.[C:34]([NH:42][NH2:43])(=[O:41])[C:35]1[CH:40]=[CH:39][CH:38]=[CH:37][CH:36]=1. The catalyst is C(OCC)(=O)C. The product is [C:34]([NH:42][NH:43][C:16]([C:12]1[S:11][C:10]([NH:9][C:1](=[O:8])[C:2]2[CH:3]=[CH:4][CH:5]=[CH:6][CH:7]=2)=[N:14][C:13]=1[CH3:15])=[O:18])(=[O:41])[C:35]1[CH:40]=[CH:39][CH:38]=[CH:37][CH:36]=1. The yield is 0.140.